Dataset: Reaction yield outcomes from USPTO patents with 853,638 reactions. Task: Predict the reaction yield, written as a fraction of the theoretical maximum amount of product (1.0 means a 100% yield; for example, 0.34 means a 34% yield). (1) The reactants are Cl.[NH2:2]O.C([O-])(=O)C.[NH4+].[NH:9]1[C:17]2[C:12](=[CH:13][CH:14]=[CH:15][C:16]=2[CH:18]=O)[CH:11]=[CH:10]1. The catalyst is C(O)C.O.[Zn].[OH-].[NH4+]. The product is [NH:9]1[C:17]2[C:12](=[CH:13][CH:14]=[CH:15][C:16]=2[CH2:18][NH2:2])[CH:11]=[CH:10]1. The yield is 0.890. (2) The reactants are [Br:1][C:2]1[CH:7]=[CH:6][C:5](I)=[CH:4][CH:3]=1.C1C=CC2C(C3C(O)=CC=C4C=3C=CC=C4)=C(O)C=CC=2C=1.[O-]P([O-])([O-])=O.[K+].[K+].[K+].[CH3:39][C@H:40]1[CH2:45][NH:44][CH2:43][C@@H:42]([CH3:46])[NH:41]1. The catalyst is CCOC(C)=O.[Cu]I.CN(C=O)C. The product is [Br:1][C:2]1[CH:7]=[CH:6][C:5]([N:44]2[CH2:43][C@H:42]([CH3:46])[NH:41][C@H:40]([CH3:39])[CH2:45]2)=[CH:4][CH:3]=1. The yield is 0.590. (3) The reactants are [CH3:1][N:2]([CH3:8])[C@H:3]1[CH2:7][CH2:6][NH:5][CH2:4]1.C(N(CC)CC)C.F[C:17]1[C:18]([C:35]2[CH:40]=[CH:39][CH:38]=[CH:37][CH:36]=2)=[C:19]([CH3:34])[C:20]([C:32]#[N:33])=[C:21]2[C:25]=1[O:24][C:23]([C:26]1[CH:27]=[N:28][CH:29]=[CH:30][CH:31]=1)=[N:22]2. The catalyst is CS(C)=O. The product is [CH3:1][N:2]([CH3:8])[C@H:3]1[CH2:7][CH2:6][N:5]([C:17]2[C:18]([C:35]3[CH:40]=[CH:39][CH:38]=[CH:37][CH:36]=3)=[C:19]([CH3:34])[C:20]([C:32]#[N:33])=[C:21]3[C:25]=2[O:24][C:23]([C:26]2[CH:27]=[N:28][CH:29]=[CH:30][CH:31]=2)=[N:22]3)[CH2:4]1. The yield is 0.694. (4) The reactants are [C:1]([O:5][C:6](=[O:27])[CH2:7][C@H:8]([NH:19][CH2:20][C:21]1[CH:26]=[CH:25][CH:24]=[CH:23][CH:22]=1)[C:9]([O:11][CH2:12][C:13]1[CH:18]=[CH:17][CH:16]=[CH:15][CH:14]=1)=[O:10])([CH3:4])([CH3:3])[CH3:2].C([O-])([O-])=O.[K+].[K+].[Na+].[I-].[Cl:36][CH:37]=[C:38]([CH2:40]Cl)[CH3:39]. The catalyst is CC#N. The product is [C:1]([O:5][C:6](=[O:27])[CH2:7][C@H:8]([N:19]([CH2:20][C:21]1[CH:26]=[CH:25][CH:24]=[CH:23][CH:22]=1)[CH2:40][C:38]([CH2:37][Cl:36])=[CH2:39])[C:9]([O:11][CH2:12][C:13]1[CH:18]=[CH:17][CH:16]=[CH:15][CH:14]=1)=[O:10])([CH3:4])([CH3:2])[CH3:3]. The yield is 0.580.